This data is from Forward reaction prediction with 1.9M reactions from USPTO patents (1976-2016). The task is: Predict the product of the given reaction. (1) Given the reactants [CH3:1][C:2]([CH3:5])([O-])[CH3:3].[K+].[CH2:7]([C:14]([C:16]1[CH:24]=[CH:23][C:21]([OH:22])=[C:18]([O:19][CH3:20])[CH:17]=1)=O)C1C=CC=CC=1.O1C[CH2:28][CH2:27][CH2:26]1, predict the reaction product. The product is: [CH:14]([C:16]1[CH:24]=[CH:23][C:21]([O:22][CH2:1][C:2]2[CH:5]=[CH:28][CH:27]=[CH:26][CH:3]=2)=[C:18]([O:19][CH3:20])[CH:17]=1)=[CH2:7]. (2) Given the reactants Cl.[C:2](Cl)(=[O:9])[C:3]1[CH:8]=[CH:7][N:6]=[CH:5][CH:4]=1.C(N(CC)CC)C.ClCCl.[NH2:21][C:22]1[CH:27]=[C:26]([C:28]([F:31])([F:30])[F:29])[CH:25]=[CH:24][C:23]=1[N:32]1[CH2:36][CH2:35][CH2:34][CH2:33]1, predict the reaction product. The product is: [N:32]1([C:23]2[CH:24]=[CH:25][C:26]([C:28]([F:30])([F:31])[F:29])=[CH:27][C:22]=2[NH:21][C:2](=[O:9])[C:3]2[CH:8]=[CH:7][N:6]=[CH:5][CH:4]=2)[CH2:36][CH2:35][CH2:34][CH2:33]1.